This data is from Reaction yield outcomes from USPTO patents with 853,638 reactions. The task is: Predict the reaction yield, written as a fraction of the theoretical maximum amount of product (1.0 means a 100% yield; for example, 0.34 means a 34% yield). (1) The reactants are C[O:2][C:3]1[CH:20]=[CH:19][C:18]2[C:17]3[C:12](=[CH:13][CH:14]=[CH:15][CH:16]=3)[C:11]3[C:6](=[CH:7][C:8]([O:21]C)=[CH:9][CH:10]=3)[C:5]=2[CH:4]=1.B(Br)(Br)Br.ClCCl. The catalyst is O. The product is [CH:4]1[C:5]2[C:6]3[C:11](=[CH:10][CH:9]=[C:8]([OH:21])[CH:7]=3)[C:12]3[C:17](=[CH:16][CH:15]=[CH:14][CH:13]=3)[C:18]=2[CH:19]=[CH:20][C:3]=1[OH:2]. The yield is 0.930. (2) The reactants are [Cl:1][C:2]1[C:7]2[O:8][C:9]([C:11]([N:13]3[CH2:18][CH2:17][N:16]([S:19]([CH3:22])(=[O:21])=[O:20])[CH2:15][CH2:14]3)=[O:12])=[CH:10][C:6]=2[C:5](=[O:23])[NH:4][N:3]=1.[H-].[Na+].[CH3:26]I.O. The catalyst is CN(C=O)C. The product is [Cl:1][C:2]1[C:7]2[O:8][C:9]([C:11]([N:13]3[CH2:14][CH2:15][N:16]([S:19]([CH3:22])(=[O:20])=[O:21])[CH2:17][CH2:18]3)=[O:12])=[CH:10][C:6]=2[C:5](=[O:23])[N:4]([CH3:26])[N:3]=1. The yield is 0.950. (3) The reactants are C(Cl)(Cl)[Cl:2].[C:5]([O:8][C:9]1[CH:10]=[C:11]2[C:16](=[CH:17][C:18]=1[O:19][C:20](=[O:22])[CH3:21])[N:15]=[CH:14][NH:13][C:12]2=O)(=[O:7])[CH3:6].S(Cl)(Cl)=O.C[N:29]([CH3:32])C=O. No catalyst specified. The product is [ClH:2].[C:16]([C:11]1[CH:12]=[C:32]([NH:29][C:12]2[C:11]3[C:16](=[CH:17][C:18]([O:19][C:20](=[O:22])[CH3:21])=[C:9]([O:8][C:5](=[O:7])[CH3:6])[CH:10]=3)[N:15]=[CH:14][N:13]=2)[CH:18]=[CH:9][CH:10]=1)#[CH:17]. The yield is 0.736. (4) The reactants are C([O:5][C:6](=[O:31])[CH2:7][N:8]1[C:13]2[CH:14]=[CH:15][CH:16]=[CH:17][C:12]=2[S:11][CH:10]([CH2:18][N:19]([O:22][CH2:23][C:24]2[CH:29]=[CH:28][CH:27]=[CH:26][CH:25]=2)[CH:20]=[O:21])[C:9]1=[O:30])(C)(C)C.C(O)(C(F)(F)F)=O. The catalyst is C(O)=O. The product is [CH2:23]([O:22][N:19]([CH2:18][CH:10]1[C:9](=[O:30])[N:8]([CH2:7][C:6]([OH:31])=[O:5])[C:13]2[CH:14]=[CH:15][CH:16]=[CH:17][C:12]=2[S:11]1)[CH:20]=[O:21])[C:24]1[CH:25]=[CH:26][CH:27]=[CH:28][CH:29]=1. The yield is 0.500. (5) The reactants are [OH:1][CH:2]([C:7]([O:9][CH3:10])=[O:8])[CH2:3][C:4](O)=[O:5]. The catalyst is C1COCC1. The product is [OH:1][CH:2]([CH2:3][CH2:4][OH:5])[C:7]([O:9][CH3:10])=[O:8]. The yield is 0.760.